This data is from Forward reaction prediction with 1.9M reactions from USPTO patents (1976-2016). The task is: Predict the product of the given reaction. (1) Given the reactants [CH:1]([C:5]1[C:6]([OH:15])=[C:7]([CH:13]=[O:14])[CH:8]=[C:9]([CH:12]=1)[CH:10]=O)([CH2:3][CH3:4])[CH3:2].[CH3:16][C:17]1[CH:22]=[CH:21][C:20]([C:23](=[O:25])[CH3:24])=[CH:19][CH:18]=1.Cl, predict the reaction product. The product is: [CH:1]([C:5]1[C:6]([OH:15])=[C:7]([CH:8]=[C:9](/[CH:10]=[CH:24]/[C:23](=[O:25])[C:20]2[CH:21]=[CH:22][C:17]([CH3:16])=[CH:18][CH:19]=2)[CH:12]=1)[CH:13]=[O:14])([CH2:3][CH3:4])[CH3:2]. (2) Given the reactants O[C:2]1([OH:16])[C:10](=[O:11])[C:9]2[C:4](=[CH:5][CH:6]=[CH:7][C:8]=2[N+:12]([O-:14])=[O:13])[C:3]1=[O:15].[CH:17]([C:20]1[CH:25]=[CH:24][CH:23]=[CH:22][C:21]=1OC)([CH3:19])[CH3:18].[C:28](O)(C(F)(F)F)=[O:29], predict the reaction product. The product is: [OH:16][C:2]1([C:23]2[CH:22]=[CH:21][C:20]([CH:17]([CH3:18])[CH3:19])=[CH:25][C:24]=2[O:29][CH3:28])[C:10](=[O:11])[C:9]2[C:4](=[CH:5][CH:6]=[CH:7][C:8]=2[N+:12]([O-:14])=[O:13])[C:3]1=[O:15].